This data is from Forward reaction prediction with 1.9M reactions from USPTO patents (1976-2016). The task is: Predict the product of the given reaction. (1) Given the reactants [Br:1][C:2]1[CH:7]=[C:6](I)[CH:5]=[CH:4][C:3]=1[O:9][CH:10]([F:12])[F:11].[CH:13]([Si:16]([CH:22]([CH3:24])[CH3:23])([CH:19]([CH3:21])[CH3:20])[C:17]#[CH:18])([CH3:15])[CH3:14], predict the reaction product. The product is: [Br:1][C:2]1[CH:7]=[C:6]([C:18]#[C:17][Si:16]([CH:13]([CH3:15])[CH3:14])([CH:22]([CH3:24])[CH3:23])[CH:19]([CH3:21])[CH3:20])[CH:5]=[CH:4][C:3]=1[O:9][CH:10]([F:12])[F:11]. (2) Given the reactants [Cl:1][C:2]1[O:3][C:4]2[CH:10]=[CH:9][C:8]([C:11]([CH2:30][CH3:31])=[C:12]([C:23]3[CH:28]=[CH:27][C:26]([OH:29])=[CH:25][CH:24]=3)[C:13]3[CH:18]=[CH:17][C:16]([O:19][CH2:20][CH2:21]Cl)=[CH:15][CH:14]=3)=[CH:7][C:5]=2[CH:6]=1.[CH2:32]([NH:34][CH2:35][CH3:36])[CH3:33], predict the reaction product. The product is: [Cl:1][C:2]1[O:3][C:4]2[CH:10]=[CH:9][C:8]([C:11]([CH2:30][CH3:31])=[C:12]([C:23]3[CH:28]=[CH:27][C:26]([OH:29])=[CH:25][CH:24]=3)[C:13]3[CH:14]=[CH:15][C:16]([O:19][CH2:20][CH2:21][N:34]([CH2:35][CH3:36])[CH2:32][CH3:33])=[CH:17][CH:18]=3)=[CH:7][C:5]=2[CH:6]=1. (3) Given the reactants [C:1]([O:5][C:6]([C:8]1[S:12][C:11]2[CH2:13][CH2:14][CH2:15][C:16](=[O:17])[C:10]=2[CH:9]=1)=[O:7])([CH3:4])([CH3:3])[CH3:2].CC(O[CH:23](N(C)C)[N:24]([CH3:26])[CH3:25])(C)C, predict the reaction product. The product is: [C:1]([O:5][C:6]([C:8]1[S:12][C:11]2[CH2:13][CH2:14][C:15](=[CH:23][N:24]([CH3:26])[CH3:25])[C:16](=[O:17])[C:10]=2[CH:9]=1)=[O:7])([CH3:4])([CH3:2])[CH3:3]. (4) Given the reactants [CH3:1][C:2]1([CH3:9])[C:4]([CH3:6])([CH3:5])[CH:3]1[CH2:7][OH:8].CC(C)([O-])C.[K+].[Cl:16][C:17]1[C:18](F)=[CH:19][C:20]([F:30])=[C:21]([CH:29]=1)[C:22]([NH:24][S:25]([CH3:28])(=[O:27])=[O:26])=[O:23], predict the reaction product. The product is: [Cl:16][C:17]1[C:18]([O:8][CH2:7][CH:3]2[C:4]([CH3:6])([CH3:5])[C:2]2([CH3:9])[CH3:1])=[CH:19][C:20]([F:30])=[C:21]([CH:29]=1)[C:22]([NH:24][S:25]([CH3:28])(=[O:26])=[O:27])=[O:23]. (5) Given the reactants Cl[C:2]1[N:7]=[C:6]([OH:8])[CH:5]=[CH:4][CH:3]=1.[CH3:9][N:10]1[CH2:15][CH2:14][NH:13][CH2:12][CH2:11]1, predict the reaction product. The product is: [CH3:9][N:10]1[CH2:15][CH2:14][N:13]([C:2]2[N:7]=[C:6]([OH:8])[CH:5]=[CH:4][CH:3]=2)[CH2:12][CH2:11]1. (6) Given the reactants [OH:1][C:2]1[CH:3]=[CH:4][CH:5]=[C:6]2[C:11]=1[CH2:10][C:9](=[O:12])[CH2:8][CH2:7]2.[BH4-].[Na+], predict the reaction product. The product is: [C:2]1([OH:1])[C:11]2[CH2:10][CH:9]([OH:12])[CH2:8][CH2:7][C:6]=2[CH:5]=[CH:4][CH:3]=1. (7) Given the reactants [C:1]([O:5][C:6]([N:8]1[CH2:13][CH2:12][N:11]([C:14]2[CH:19]=[C:18]([N+:20]([O-])=O)[CH:17]=[CH:16][C:15]=2[O:23][C:24]([F:27])([F:26])[F:25])[CH2:10][CH2:9]1)=[O:7])([CH3:4])([CH3:3])[CH3:2], predict the reaction product. The product is: [C:1]([O:5][C:6]([N:8]1[CH2:9][CH2:10][N:11]([C:14]2[CH:19]=[C:18]([NH2:20])[CH:17]=[CH:16][C:15]=2[O:23][C:24]([F:26])([F:27])[F:25])[CH2:12][CH2:13]1)=[O:7])([CH3:4])([CH3:2])[CH3:3].